From a dataset of Full USPTO retrosynthesis dataset with 1.9M reactions from patents (1976-2016). Predict the reactants needed to synthesize the given product. (1) Given the product [C:13]([C:10]1[CH:9]=[CH:8][C:7]([C:5]2[S:4][C:3]([C:15]([OH:17])=[O:16])=[C:2]([NH:1][C:27]([NH:26][C:20]3[C:21]([Cl:25])=[CH:22][CH:23]=[CH:24][C:19]=3[Cl:18])=[O:28])[CH:6]=2)=[CH:12][CH:11]=1)#[N:14], predict the reactants needed to synthesize it. The reactants are: [NH2:1][C:2]1[CH:6]=[C:5]([C:7]2[CH:12]=[CH:11][C:10]([C:13]#[N:14])=[CH:9][CH:8]=2)[S:4][C:3]=1[C:15]([OH:17])=[O:16].[Cl:18][C:19]1[CH:24]=[CH:23][CH:22]=[C:21]([Cl:25])[C:20]=1[N:26]=[C:27]=[O:28].C(N(CC)CC)C.Cl. (2) Given the product [Cl:13][C:2]1[N:7]=[CH:6][N:5]=[C:4]2[NH:8][N:9]=[CH:10][C:3]=12, predict the reactants needed to synthesize it. The reactants are: O[C:2]1[N:7]=[CH:6][N:5]=[C:4]2[NH:8][N:9]=[CH:10][C:3]=12.O=P(Cl)(Cl)[Cl:13].